Dataset: Full USPTO retrosynthesis dataset with 1.9M reactions from patents (1976-2016). Task: Predict the reactants needed to synthesize the given product. (1) The reactants are: [F:1][C:2]1[CH:3]=[C:4]([C@H:10]2[NH:15][C@@H:14]([C@@H:16]([OH:18])[CH3:17])[CH2:13][O:12][CH2:11]2)[CH:5]=[C:6]([F:9])[C:7]=1[F:8].N1C=CC=CC=1.[C:25](Cl)(=[O:29])[C:26](Cl)=[O:27]. Given the product [CH3:17][C@H:16]1[C@H:14]2[CH2:13][O:12][CH2:11][C@@H:10]([C:4]3[CH:3]=[C:2]([F:1])[C:7]([F:8])=[C:6]([F:9])[CH:5]=3)[N:15]2[C:26](=[O:27])[C:25](=[O:29])[O:18]1, predict the reactants needed to synthesize it. (2) Given the product [ClH:38].[NH2:1][C:2]1[N:28]([CH2:29][C:30]([OH:33])([CH3:32])[CH3:31])[C:6]2[N:7]=[C:8]([NH:11][C:12]3[CH:17]=[CH:16][C:15]([N:18]4[CH2:19][CH2:20][N:21]([CH2:24][CH3:25])[CH2:22][CH2:23]4)=[CH:14][C:13]=3[O:26][CH3:27])[N:9]=[CH:10][C:5]=2[C:4](=[O:34])[C:3]=1[C:35]([NH2:37])=[O:36], predict the reactants needed to synthesize it. The reactants are: [NH2:1][C:2]1[N:28]([CH2:29][C:30]([OH:33])([CH3:32])[CH3:31])[C:6]2[N:7]=[C:8]([NH:11][C:12]3[CH:17]=[CH:16][C:15]([N:18]4[CH2:23][CH2:22][N:21]([CH2:24][CH3:25])[CH2:20][CH2:19]4)=[CH:14][C:13]=3[O:26][CH3:27])[N:9]=[CH:10][C:5]=2[C:4](=[O:34])[C:3]=1[C:35]([NH2:37])=[O:36].[ClH:38].CCOCC.